From a dataset of Reaction yield outcomes from USPTO patents with 853,638 reactions. Predict the reaction yield, written as a fraction of the theoretical maximum amount of product (1.0 means a 100% yield; for example, 0.34 means a 34% yield). (1) The reactants are [Cl:1][C:2]1[CH:7]=[C:6]([O:8][C:9]2[C:18]3[C:13](=[CH:14][C:15]([OH:21])=[C:16]([O:19][CH3:20])[CH:17]=3)[N:12]=[CH:11][CH:10]=2)[CH:5]=[CH:4][C:3]=1[NH:22][C:23]([NH:25][CH2:26][CH2:27][CH3:28])=[O:24].C(=O)([O-])[O-].[K+].[K+].Cl.Cl[CH2:37][C:38]1[CH:43]=[CH:42][CH:41]=[CH:40][N:39]=1.O. The catalyst is CN(C)C=O. The product is [Cl:1][C:2]1[CH:7]=[C:6]([O:8][C:9]2[C:18]3[C:13](=[CH:14][C:15]([O:21][CH2:37][C:38]4[CH:43]=[CH:42][CH:41]=[CH:40][N:39]=4)=[C:16]([O:19][CH3:20])[CH:17]=3)[N:12]=[CH:11][CH:10]=2)[CH:5]=[CH:4][C:3]=1[NH:22][C:23]([NH:25][CH2:26][CH2:27][CH3:28])=[O:24]. The yield is 0.820. (2) The catalyst is C1COCC1. The product is [NH2:17][C:2]1[N:9]=[CH:8][CH:7]=[C:6]([Br:10])[C:3]=1[C:4]#[N:5]. The reactants are Br[C:2]1[N:9]=[CH:8][CH:7]=[C:6]([Br:10])[C:3]=1[C:4]#[N:5].CCOC(C)=O.[NH4+:17].[OH-]. The yield is 0.268. (3) The reactants are [Cl:1][C:2]1[CH:3]=[C:4]([C:8]2[C:17]3[C:12](=[CH:13][CH:14]=[C:15]([C:18](=[O:26])[C:19]4[CH:24]=[CH:23][C:22]([CH3:25])=[CH:21][CH:20]=4)[CH:16]=3)[NH:11][C:10](=O)[N:9]=2)[CH:5]=[CH:6][CH:7]=1.P(Cl)(Cl)([Cl:30])=O. No catalyst specified. The product is [Cl:30][C:10]1[N:9]=[C:8]([C:4]2[CH:5]=[CH:6][CH:7]=[C:2]([Cl:1])[CH:3]=2)[C:17]2[C:12](=[CH:13][CH:14]=[C:15]([C:18]([C:19]3[CH:24]=[CH:23][C:22]([CH3:25])=[CH:21][CH:20]=3)=[O:26])[CH:16]=2)[N:11]=1. The yield is 0.700. (4) The reactants are ClC1C=C([C:9]2[N:13]3[C:14]4[N:22]=[C:21]([O:23][CH3:24])[CH:20]=[CH:19][C:15]=4[N:16]=[C:17]([CH3:18])[C:12]3=[C:11]([CH3:25])[N:10]=2)C=C(Cl)C=1.[C:26]([C:29]1[CH:30]=[CH:31][C:32]([F:38])=[C:33](B(O)O)[CH:34]=1)(=[O:28])[NH2:27].C([O-])([O-])=O.[K+].[K+]. The catalyst is C1C=CC([P]([Pd]([P](C2C=CC=CC=2)(C2C=CC=CC=2)C2C=CC=CC=2)([P](C2C=CC=CC=2)(C2C=CC=CC=2)C2C=CC=CC=2)[P](C2C=CC=CC=2)(C2C=CC=CC=2)C2C=CC=CC=2)(C2C=CC=CC=2)C2C=CC=CC=2)=CC=1. The product is [F:38][C:32]1[CH:31]=[CH:30][C:29]([C:26]([NH2:27])=[O:28])=[CH:34][C:33]=1[C:9]1[N:13]2[C:14]3[N:22]=[C:21]([O:23][CH3:24])[CH:20]=[CH:19][C:15]=3[N:16]=[C:17]([CH3:18])[C:12]2=[C:11]([CH3:25])[N:10]=1. The yield is 0.930. (5) The reactants are [NH2:1][C:2]1[C:3]([NH:12][CH2:13][CH2:14][CH2:15][O:16][CH3:17])=[N:4][CH:5]=[C:6]([CH:11]=1)[C:7]([O:9][CH3:10])=[O:8].C(N(CC)CC)C.[C:25]([C:27]1[CH:28]=[C:29]([CH:35]=[CH:36][CH:37]=1)[C:30]([N:32]=[C:33]=S)=[O:31])#[N:26].C(Cl)CCl. The catalyst is C(Cl)Cl.O. The product is [C:25]([C:27]1[CH:28]=[C:29]([CH:35]=[CH:36][CH:37]=1)[C:30]([NH:32][C:33]1[N:12]([CH2:13][CH2:14][CH2:15][O:16][CH3:17])[C:3]2=[N:4][CH:5]=[C:6]([C:7]([O:9][CH3:10])=[O:8])[CH:11]=[C:2]2[N:1]=1)=[O:31])#[N:26]. The yield is 0.400. (6) The reactants are Br[C:2]1[C:10]2[S:9][CH:8]=[N:7][C:6]=2[CH:5]=[C:4]([N+:11]([O-:13])=[O:12])[CH:3]=1.[CH3:14][Sn](C)(C)C. The catalyst is CCOC(C)=O. The product is [CH3:14][C:2]1[C:10]2[S:9][CH:8]=[N:7][C:6]=2[CH:5]=[C:4]([N+:11]([O-:13])=[O:12])[CH:3]=1. The yield is 0.670.